Dataset: Reaction yield outcomes from USPTO patents with 853,638 reactions. Task: Predict the reaction yield, written as a fraction of the theoretical maximum amount of product (1.0 means a 100% yield; for example, 0.34 means a 34% yield). (1) The reactants are C([O:8][CH2:9][C:10]1[NH:11][C:12]([C:20]2[CH:25]=[CH:24][C:23]([O:26][CH3:27])=[C:22]([O:28][CH:29]3[CH2:33][CH2:32][CH2:31][CH2:30]3)[CH:21]=2)=[CH:13][C:14]=1[C:15]([O:17][CH2:18][CH3:19])=[O:16])C1C=CC=CC=1.[H][H]. The catalyst is [Pd].C(O)C. The product is [CH:29]1([O:28][C:22]2[CH:21]=[C:20]([C:12]3[NH:11][C:10]([CH2:9][OH:8])=[C:14]([C:15]([O:17][CH2:18][CH3:19])=[O:16])[CH:13]=3)[CH:25]=[CH:24][C:23]=2[O:26][CH3:27])[CH2:30][CH2:31][CH2:32][CH2:33]1. The yield is 0.430. (2) The reactants are [CH3:1][CH:2]([C:4]1[N:8]=[C:7]([N:9]2[CH2:14][CH2:13][CH:12]([CH:15]=[O:16])[CH2:11][CH2:10]2)[O:6][N:5]=1)[CH3:3].C[Mg]Br.[CH3:20][S:21](Cl)(=[O:23])=[O:22].[CH3:25]CN(CC)CC. No catalyst specified. The product is [CH3:20][S:21]([O:16][CH:15]([CH:12]1[CH2:13][CH2:14][N:9]([C:7]2[O:6][N:5]=[C:4]([CH:2]([CH3:1])[CH3:3])[N:8]=2)[CH2:10][CH2:11]1)[CH3:25])(=[O:23])=[O:22]. The yield is 0.490. (3) The product is [Br:16][CH2:2][C@H:3]1[CH2:7][CH2:6][CH2:5][N:4]1[C:8]([O:10][C:11]([CH3:14])([CH3:13])[CH3:12])=[O:9]. The reactants are O[CH2:2][C@H:3]1[CH2:7][CH2:6][CH2:5][N:4]1[C:8]([O:10][C:11]([CH3:14])([CH3:13])[CH3:12])=[O:9].C(Br)(Br)(Br)[Br:16].C1C=CC(P(C2C=CC=CC=2)C2C=CC=CC=2)=CC=1. The catalyst is C(Cl)Cl. The yield is 0.600.